Dataset: Forward reaction prediction with 1.9M reactions from USPTO patents (1976-2016). Task: Predict the product of the given reaction. Given the reactants [OH:1][C:2]1[CH:7]=[CH:6][C:5](/[CH:8]=[CH:9]/[CH:10]=[CH:11]/[C:12]([OH:14])=O)=[CH:4][C:3]=1[O:15][CH3:16].Br.[OH:18][C:19]1[CH:20]=[C:21]([CH:24]=[CH:25][C:26]=1[OH:27])[CH2:22][NH2:23].C(N(CC)CC)C.CN([P+](ON1N=NC2C=CC=CC1=2)(N(C)C)N(C)C)C.F[P-](F)(F)(F)(F)F, predict the reaction product. The product is: [OH:18][C:19]1[CH:20]=[C:21]([CH:24]=[CH:25][C:26]=1[OH:27])[CH2:22][NH:23][C:12](=[O:14])/[CH:11]=[CH:10]/[CH:9]=[CH:8]/[C:5]1[CH:6]=[CH:7][C:2]([OH:1])=[C:3]([O:15][CH3:16])[CH:4]=1.